This data is from Forward reaction prediction with 1.9M reactions from USPTO patents (1976-2016). The task is: Predict the product of the given reaction. (1) Given the reactants [F:1][C:2]1[CH:10]=[C:9]2[C:5]([C:6]([C:20]3[N:21]=[C:22]4[C:28]([CH:29]=[O:30])=[CH:27][N:26]([CH2:31][O:32][CH2:33][CH2:34][Si:35]([CH3:38])([CH3:37])[CH3:36])[C:23]4=[N:24][CH:25]=3)=[N:7][N:8]2[CH2:11][C:12]([N:14]2[CH2:19][CH2:18][O:17][CH2:16][CH2:15]2)=[O:13])=[CH:4][CH:3]=1.S(=O)(=O)([OH:41])N.Cl([O-])=O.[Na+].P([O-])(O)(O)=O.[K+], predict the reaction product. The product is: [F:1][C:2]1[CH:10]=[C:9]2[C:5]([C:6]([C:20]3[N:21]=[C:22]4[C:28]([C:29]([OH:41])=[O:30])=[CH:27][N:26]([CH2:31][O:32][CH2:33][CH2:34][Si:35]([CH3:38])([CH3:37])[CH3:36])[C:23]4=[N:24][CH:25]=3)=[N:7][N:8]2[CH2:11][C:12]([N:14]2[CH2:19][CH2:18][O:17][CH2:16][CH2:15]2)=[O:13])=[CH:4][CH:3]=1. (2) The product is: [O:15]1[C:2]2([CH2:7][CH2:6][CH:5]([C:8]([O:10][CH2:11][CH3:12])=[O:9])[CH2:4][CH2:3]2)[O:1][CH2:13][CH2:14]1. Given the reactants [O:1]=[C:2]1[CH2:7][CH2:6][CH:5]([C:8]([O:10][CH2:11][CH3:12])=[O:9])[CH2:4][CH2:3]1.[CH2:13](O)[CH2:14][OH:15].C1(C)C=CC=CC=1, predict the reaction product. (3) Given the reactants [CH3:1][O:2][C:3]1[CH:23]=[CH:22][C:21]([O:24][CH3:25])=[CH:20][C:4]=1[CH2:5][CH:6]1[C:15]2[C:10](=[C:11]([O:18][CH3:19])[CH:12]=[CH:13][C:14]=2[O:16][CH3:17])[CH2:9][CH2:8][NH:7]1.Br[CH2:27][C:28](Br)=[O:29].[NH2:31][C@H:32]1[C:40]2[C:35](=[CH:36][CH:37]=[CH:38][CH:39]=2)[CH2:34][C@H:33]1[OH:41], predict the reaction product. The product is: [CH3:1][O:2][C:3]1[CH:23]=[CH:22][C:21]([O:24][CH3:25])=[CH:20][C:4]=1[CH2:5][CH:6]1[C:15]2[C:10](=[C:11]([O:18][CH3:19])[CH:12]=[CH:13][C:14]=2[O:16][CH3:17])[CH2:9][CH2:8][N:7]1[CH2:27][C:28]([NH:31][C@H:32]1[C:40]2[C:35](=[CH:36][CH:37]=[CH:38][CH:39]=2)[CH2:34][C@H:33]1[OH:41])=[O:29]. (4) Given the reactants [C:1]1([C:7]2[N:8]=[C:9]([C:17]3[CH:22]=[CH:21][N:20]=[C:19]([NH:23]C(=O)C)[CH:18]=3)[S:10][C:11]=2[C:12]2[NH:16][CH:15]=[N:14][N:13]=2)[CH:6]=[CH:5][CH:4]=[CH:3][CH:2]=1.[OH-].[Na+].CO.Cl, predict the reaction product. The product is: [C:1]1([C:7]2[N:8]=[C:9]([C:17]3[CH:22]=[CH:21][N:20]=[C:19]([NH2:23])[CH:18]=3)[S:10][C:11]=2[C:12]2[NH:16][CH:15]=[N:14][N:13]=2)[CH:2]=[CH:3][CH:4]=[CH:5][CH:6]=1. (5) Given the reactants [CH2:1]([C:3]1[C:12]([CH2:13][C:14]2[CH:19]=[CH:18][C:17]([S:20]([CH3:23])(=[O:22])=[O:21])=[CH:16][CH:15]=2)=[C:11]([CH3:24])[C:10]2[C:9]([OH:25])=[CH:8][CH:7]=[C:6]([F:26])[C:5]=2[N:4]=1)[CH3:2].[CH3:27][O:28][C:29](=[O:32])[CH2:30]Br, predict the reaction product. The product is: [CH3:27][O:28][C:29](=[O:32])[CH2:30][O:25][C:9]1[CH:8]=[CH:7][C:6]([F:26])=[C:5]2[C:10]=1[C:11]([CH3:24])=[C:12]([CH2:13][C:14]1[CH:19]=[CH:18][C:17]([S:20]([CH3:23])(=[O:21])=[O:22])=[CH:16][CH:15]=1)[C:3]([CH2:1][CH3:2])=[N:4]2. (6) Given the reactants C([O:4][CH2:5][CH2:6][O:7][C:8]1[C:12]([C:13]2[CH:21]=[CH:20][C:16]3[O:17][CH2:18][O:19][C:15]=3[CH:14]=2)=[C:11]([N:22](S(C2C=CC(C(C)C)=CN=2)(=O)=O)[S:23]([C:26]2[CH:31]=[CH:30][C:29]([CH:32]([CH3:34])[CH3:33])=[CH:28][N:27]=2)(=[O:25])=[O:24])[N:10]([CH3:47])[N:9]=1)(=O)C.[OH-].[Na+], predict the reaction product. The product is: [O:17]1[C:16]2[CH:20]=[CH:21][C:13]([C:12]3[C:8]([O:7][CH2:6][CH2:5][OH:4])=[N:9][N:10]([CH3:47])[C:11]=3[NH:22][S:23]([C:26]3[CH:31]=[CH:30][C:29]([CH:32]([CH3:34])[CH3:33])=[CH:28][N:27]=3)(=[O:25])=[O:24])=[CH:14][C:15]=2[O:19][CH2:18]1.